This data is from NCI-60 drug combinations with 297,098 pairs across 59 cell lines. The task is: Regression. Given two drug SMILES strings and cell line genomic features, predict the synergy score measuring deviation from expected non-interaction effect. (1) Drug 1: CNC(=O)C1=CC=CC=C1SC2=CC3=C(C=C2)C(=NN3)C=CC4=CC=CC=N4. Drug 2: COC1=CC(=CC(=C1O)OC)C2C3C(COC3=O)C(C4=CC5=C(C=C24)OCO5)OC6C(C(C7C(O6)COC(O7)C8=CC=CS8)O)O. Cell line: CAKI-1. Synergy scores: CSS=45.5, Synergy_ZIP=-3.22, Synergy_Bliss=-0.240, Synergy_Loewe=-7.38, Synergy_HSA=1.61. (2) Drug 1: CC12CCC3C(C1CCC2=O)CC(=C)C4=CC(=O)C=CC34C. Drug 2: C1C(C(OC1N2C=C(C(=O)NC2=O)F)CO)O. Cell line: MALME-3M. Synergy scores: CSS=51.1, Synergy_ZIP=0.453, Synergy_Bliss=3.27, Synergy_Loewe=3.42, Synergy_HSA=3.62. (3) Drug 1: C1=CC=C(C=C1)NC(=O)CCCCCCC(=O)NO. Drug 2: COC1=C2C(=CC3=C1OC=C3)C=CC(=O)O2. Cell line: MCF7. Synergy scores: CSS=13.9, Synergy_ZIP=-3.36, Synergy_Bliss=-3.30, Synergy_Loewe=-6.61, Synergy_HSA=-6.59. (4) Cell line: MCF7. Drug 1: C1CCC(C1)C(CC#N)N2C=C(C=N2)C3=C4C=CNC4=NC=N3. Drug 2: C1=CC(=C2C(=C1NCCNCCO)C(=O)C3=C(C=CC(=C3C2=O)O)O)NCCNCCO. Synergy scores: CSS=40.9, Synergy_ZIP=6.62, Synergy_Bliss=6.53, Synergy_Loewe=-9.02, Synergy_HSA=6.34. (5) Drug 1: CC12CCC3C(C1CCC2=O)CC(=C)C4=CC(=O)C=CC34C. Synergy scores: CSS=37.0, Synergy_ZIP=-1.76, Synergy_Bliss=5.58, Synergy_Loewe=-11.6, Synergy_HSA=4.38. Cell line: OVCAR3. Drug 2: C1=CC(=CC=C1CC(C(=O)O)N)N(CCCl)CCCl.Cl. (6) Drug 1: CC(C1=C(C=CC(=C1Cl)F)Cl)OC2=C(N=CC(=C2)C3=CN(N=C3)C4CCNCC4)N. Synergy scores: CSS=39.3, Synergy_ZIP=-0.317, Synergy_Bliss=-1.11, Synergy_Loewe=-2.11, Synergy_HSA=2.13. Drug 2: CC1=C2C(C(=O)C3(C(CC4C(C3C(C(C2(C)C)(CC1OC(=O)C(C(C5=CC=CC=C5)NC(=O)OC(C)(C)C)O)O)OC(=O)C6=CC=CC=C6)(CO4)OC(=O)C)O)C)O. Cell line: KM12. (7) Drug 2: C1=NC2=C(N=C(N=C2N1C3C(C(C(O3)CO)O)F)Cl)N. Cell line: SNB-75. Synergy scores: CSS=22.8, Synergy_ZIP=-2.88, Synergy_Bliss=-2.07, Synergy_Loewe=-0.405, Synergy_HSA=-0.283. Drug 1: C1=C(C(=O)NC(=O)N1)F.